From a dataset of Catalyst prediction with 721,799 reactions and 888 catalyst types from USPTO. Predict which catalyst facilitates the given reaction. (1) Reactant: [CH3:1][CH:2]([OH:4])[CH3:3].[H-].[Na+].[CH2:7]([O:14][CH2:15][N:16]1[C:20]([Br:21])=[C:19]([Br:22])[N:18]=[C:17]1Br)[C:8]1[CH:13]=[CH:12][CH:11]=[CH:10][CH:9]=1.O. Product: [CH2:7]([O:14][CH2:15][N:16]1[C:20]([Br:21])=[C:19]([Br:22])[N:18]=[C:17]1[O:4][CH:2]([CH3:3])[CH3:1])[C:8]1[CH:13]=[CH:12][CH:11]=[CH:10][CH:9]=1. The catalyst class is: 9. (2) The catalyst class is: 28. Product: [CH3:16][N:17]([CH3:19])/[CH:18]=[CH:12]/[C:11]([C:3]1[S:4][C:5]2=[CH:6][N:7]=[CH:8][CH:9]=[C:10]2[C:2]=1[CH3:1])=[O:13]. Reactant: [CH3:1][C:2]1[C:10]2[C:5](=[CH:6][N:7]=[CH:8][CH:9]=2)[S:4][C:3]=1[C:11](=[O:13])[CH3:12].CO[CH:16](OC)[N:17]([CH3:19])[CH3:18].